Dataset: Full USPTO retrosynthesis dataset with 1.9M reactions from patents (1976-2016). Task: Predict the reactants needed to synthesize the given product. (1) Given the product [NH2:24][C@H:16]1[CH2:17][C@@H:18]([C:20]([F:21])([F:22])[F:23])[CH2:19][N:14]([C:13]2[C:12]([NH:32][C:33]([C:35]3[CH:40]=[CH:39][C:38]([F:41])=[C:37]([C:42]4[C:43]([F:53])=[CH:44][C:45]([C:49]([OH:52])([CH3:51])[CH3:50])=[CH:46][C:47]=4[F:48])[N:36]=3)=[O:34])=[CH:11][N:10]=[C:9]3[CH:5]([OH:4])[CH2:6][CH2:7][C:8]=23)[CH2:15]1, predict the reactants needed to synthesize it. The reactants are: C([O:4][CH:5]1[C:9]2=[N:10][CH:11]=[C:12]([NH:32][C:33]([C:35]3[CH:40]=[CH:39][C:38]([F:41])=[C:37]([C:42]4[C:47]([F:48])=[CH:46][C:45]([C:49]([OH:52])([CH3:51])[CH3:50])=[CH:44][C:43]=4[F:53])[N:36]=3)=[O:34])[C:13]([N:14]3[CH2:19][C@H:18]([C:20]([F:23])([F:22])[F:21])[CH2:17][C@H:16]([NH:24]C(OC(C)(C)C)=O)[CH2:15]3)=[C:8]2[CH2:7][CH2:6]1)(=O)C.[OH-].[Na+].Cl.O1CCOCC1. (2) Given the product [CH2:1]([N:3]([CH2:29][C:30]1[CH:35]=[CH:34][C:33]([O:36][CH2:40][CH2:41][NH:43][CH2:44][CH3:45])=[C:32]([F:37])[CH:31]=1)[C:4]1[CH:9]=[C:8]([O:10][CH3:11])[CH:7]=[CH:6][C:5]=1[CH:12]1[CH2:21][CH2:20][C:19]2[CH:18]=[C:17]([OH:22])[CH:16]=[CH:15][C:14]=2[CH2:13]1)[CH3:2], predict the reactants needed to synthesize it. The reactants are: [CH2:1]([N:3]([C:29](=O)[C:30]1[CH:35]=[CH:34][C:33]([OH:36])=[C:32]([F:37])[CH:31]=1)[C:4]1[CH:9]=[C:8]([O:10][CH3:11])[CH:7]=[CH:6][C:5]=1[CH:12]1[CH2:21][CH2:20][C:19]2[CH:18]=[C:17]([O:22]C(=O)C(C)(C)C)[CH:16]=[CH:15][C:14]=2[CH2:13]1)[CH3:2].Cl[CH2:40][C:41]([NH:43][CH2:44][CH3:45])=O. (3) Given the product [CH3:34][N:35]([CH3:37])/[CH:36]=[CH:25]/[C:24]([C:20]1[CH:21]=[CH:22][CH:23]=[C:18]([C:15]2[O:14][C:13]([NH:12][C:10]3[CH:11]=[C:6]([S:3]([CH2:1][CH3:2])(=[O:5])=[O:4])[CH:7]=[CH:8][C:9]=3[O:27][CH3:28])=[N:17][CH:16]=2)[CH:19]=1)=[O:26], predict the reactants needed to synthesize it. The reactants are: [CH2:1]([S:3]([C:6]1[CH:7]=[CH:8][C:9]([O:27][CH3:28])=[C:10]([NH:12][C:13]2[O:14][C:15]([C:18]3[CH:19]=[C:20]([C:24](=[O:26])[CH3:25])[CH:21]=[CH:22][CH:23]=3)=[CH:16][N:17]=2)[CH:11]=1)(=[O:5])=[O:4])[CH3:2].C(O[CH:34](OC(C)(C)C)[N:35]([CH3:37])[CH3:36])(C)(C)C. (4) The reactants are: [NH:1]1[CH2:4][CH:3]([O:5][C:6]2[CH:21]=[CH:20][C:9]([CH2:10][N:11]3[CH2:16][CH2:15][N:14]([C:17](=[O:19])[CH3:18])[CH2:13][CH2:12]3)=[CH:8][CH:7]=2)[CH2:2]1.[C:22]1([C:28]2[O:32][C:31]([C:33](OCC)=[O:34])=[N:30][N:29]=2)[CH:27]=[CH:26][CH:25]=[CH:24][CH:23]=1. Given the product [C:22]1([C:28]2[O:32][C:31]([C:33]([N:1]3[CH2:2][CH:3]([O:5][C:6]4[CH:21]=[CH:20][C:9]([CH2:10][N:11]5[CH2:12][CH2:13][N:14]([C:17](=[O:19])[CH3:18])[CH2:15][CH2:16]5)=[CH:8][CH:7]=4)[CH2:4]3)=[O:34])=[N:30][N:29]=2)[CH:23]=[CH:24][CH:25]=[CH:26][CH:27]=1, predict the reactants needed to synthesize it. (5) Given the product [NH2:11][C:9]1[N:8]=[CH:7][N:6]=[C:5]2[N:4]([CH:12]([C:14]3[CH:15]=[C:16]4[N:21]([C:22]=3[C:23]3[S:24][C:25]([CH2:28][N:29]5[CH2:30][CH2:31][O:32][CH2:33][CH2:34]5)=[CH:26][CH:27]=3)[CH:20]=[CH:19][CH:18]=[CH:17]4)[CH3:13])[N:3]=[C:2]([C:38]3[CH:39]=[C:40]([OH:42])[CH:41]=[C:36]([F:35])[CH:37]=3)[C:10]=12, predict the reactants needed to synthesize it. The reactants are: I[C:2]1[C:10]2[C:5](=[N:6][CH:7]=[N:8][C:9]=2[NH2:11])[N:4]([CH:12]([C:14]2[CH:15]=[C:16]3[N:21]([C:22]=2[C:23]2[S:24][C:25]([CH2:28][N:29]4[CH2:34][CH2:33][O:32][CH2:31][CH2:30]4)=[CH:26][CH:27]=2)[CH:20]=[CH:19][CH:18]=[CH:17]3)[CH3:13])[N:3]=1.[F:35][C:36]1[CH:37]=[C:38](B(O)O)[CH:39]=[C:40]([OH:42])[CH:41]=1.CCO.C([O-])([O-])=O.[Na+].[Na+]. (6) Given the product [CH3:29][N:2]([CH3:1])[C:3]1([C:23]2[CH:28]=[CH:27][CH:26]=[CH:25][CH:24]=2)[CH2:8][CH2:7][CH:6]([C:9]2[NH:10][C:11]3[C:16]([C:17]=2[CH2:18][CH2:19][CH2:20][CH2:21][OH:22])=[CH:15][CH:14]=[CH:13][CH:12]=3)[CH2:5][CH2:4]1, predict the reactants needed to synthesize it. The reactants are: [CH3:1][N:2]([CH3:29])[C:3]1([C:23]2[CH:28]=[CH:27][CH:26]=[CH:25][CH:24]=2)[CH2:8][CH2:7][C:6]([C:9]2[NH:10][C:11]3[C:16]([C:17]=2[CH2:18][CH2:19][CH2:20][CH2:21][OH:22])=[CH:15][CH:14]=[CH:13][CH:12]=3)=[CH:5][CH2:4]1.